This data is from Forward reaction prediction with 1.9M reactions from USPTO patents (1976-2016). The task is: Predict the product of the given reaction. (1) The product is: [N+:1]([C:4]1[CH:9]=[CH:8][CH:7]=[CH:6][C:5]=1[N:10]1[C:15](=[O:16])[CH:14]=[CH:13][C:12]2[C:17]([C:25]3[CH:30]=[CH:29][CH:28]=[CH:27][CH:26]=3)=[C:18]([C:20]([OH:22])=[O:21])[S:19][C:11]1=2)([O-:3])=[O:2]. Given the reactants [N+:1]([C:4]1[CH:9]=[CH:8][CH:7]=[CH:6][C:5]=1[N:10]1[C:15](=[O:16])[CH:14]=[CH:13][C:12]2[C:17]([C:25]3[CH:30]=[CH:29][CH:28]=[CH:27][CH:26]=3)=[C:18]([C:20]([O:22]CC)=[O:21])[S:19][C:11]1=2)([O-:3])=[O:2].O.[OH-].[Li+], predict the reaction product. (2) Given the reactants [C:1]1([C:7]2[CH:12]=[C:11]([C:13]3[CH:18]=[CH:17][CH:16]=[CH:15][CH:14]=3)[N:10]=[C:9]([C:19]3[CH:30]=[CH:29][C:22]([CH2:23]OS(C)(=O)=O)=[CH:21][CH:20]=3)[N:8]=2)[CH:6]=[CH:5][CH:4]=[CH:3][CH:2]=1.[CH3:31][O:32][C:33](=[O:45])[C@H:34]([CH2:43][SH:44])[NH:35][C:36]([O:38][C:39]([CH3:42])([CH3:41])[CH3:40])=[O:37].C(=O)([O-])[O-].[Cs+].[Cs+].CN(C)C=O, predict the reaction product. The product is: [CH3:31][O:32][C:33](=[O:45])[CH:34]([NH:35][C:36]([O:38][C:39]([CH3:42])([CH3:40])[CH3:41])=[O:37])[CH2:43][S:44][CH2:23][C:22]1[CH:21]=[CH:20][C:19]([C:9]2[N:8]=[C:7]([C:1]3[CH:6]=[CH:5][CH:4]=[CH:3][CH:2]=3)[CH:12]=[C:11]([C:13]3[CH:18]=[CH:17][CH:16]=[CH:15][CH:14]=3)[N:10]=2)=[CH:30][CH:29]=1. (3) Given the reactants C(OC([N:8]1[CH2:13][CH2:12][CH:11]([C:14]2[N:19]=[CH:18][C:17]([NH:20][C:21]([C:23]3[CH:24]=[N:25][N:26]([C:29]4[CH:34]=[CH:33][C:32]([C:35]([F:38])([F:37])[F:36])=[CH:31][N:30]=4)[C:27]=3[CH3:28])=[O:22])=[CH:16][CH:15]=2)[CH2:10][CH2:9]1)=O)(C)(C)C.FC(F)(F)C(O)=O.[OH-].[Na+], predict the reaction product. The product is: [CH3:28][C:27]1[N:26]([C:29]2[CH:34]=[CH:33][C:32]([C:35]([F:37])([F:36])[F:38])=[CH:31][N:30]=2)[N:25]=[CH:24][C:23]=1[C:21]([NH:20][C:17]1[CH:18]=[N:19][C:14]([CH:11]2[CH2:12][CH2:13][NH:8][CH2:9][CH2:10]2)=[CH:15][CH:16]=1)=[O:22]. (4) The product is: [C:3]([N:22]1[CH:26]=[C:25]([CH2:27][O:28][CH2:30][C:31]([O:33][CH2:34][CH3:35])=[O:32])[N:24]=[CH:23]1)([C:16]1[CH:17]=[CH:18][CH:19]=[CH:20][CH:21]=1)([C:10]1[CH:11]=[CH:12][CH:13]=[CH:14][CH:15]=1)[C:4]1[CH:9]=[CH:8][CH:7]=[CH:6][CH:5]=1. Given the reactants [H-].[Na+].[C:3]([N:22]1[CH:26]=[C:25]([CH2:27][OH:28])[N:24]=[CH:23]1)([C:16]1[CH:21]=[CH:20][CH:19]=[CH:18][CH:17]=1)([C:10]1[CH:15]=[CH:14][CH:13]=[CH:12][CH:11]=1)[C:4]1[CH:9]=[CH:8][CH:7]=[CH:6][CH:5]=1.Br[CH2:30][C:31]([O:33][CH2:34][CH3:35])=[O:32].[I-].[K+], predict the reaction product. (5) Given the reactants C(O[C:4](=[O:22])[CH2:5][N:6]1[CH2:10][C@H:9]([O:11][CH3:12])[C@@H:8]([NH:13][C:14]([C:16]2[S:17][C:18]([Cl:21])=[CH:19][CH:20]=2)=[O:15])[CH2:7]1)C.[NH2:23][C:24]1[CH:29]=[CH:28][C:27]([N:30]2[CH2:35][CH2:34][O:33][CH2:32][C:31]2=[O:36])=[CH:26][CH:25]=1, predict the reaction product. The product is: [CH3:12][O:11][C@H:9]1[CH2:10][N:6]([CH2:5][C:4](=[O:22])[NH:23][C:24]2[CH:25]=[CH:26][C:27]([N:30]3[CH2:35][CH2:34][O:33][CH2:32][C:31]3=[O:36])=[CH:28][CH:29]=2)[CH2:7][C@@H:8]1[NH:13][C:14]([C:16]1[S:17][C:18]([Cl:21])=[CH:19][CH:20]=1)=[O:15]. (6) The product is: [CH:40]1([N:11]2[C:12]3[C:8](=[C:7]([C:51]4[CH:50]=[C:49]([CH:54]=[CH:53][CH:52]=4)[C:47]([O:46][CH3:45])=[O:48])[CH:15]=[C:14]([C:16]([N:18]4[CH2:23][CH2:22][C:21]5([CH2:32][C:31](=[O:33])[C:30]6[C:25](=[CH:26][CH:27]=[C:28]([C:34]7[CH:35]=[N:36][N:37]([CH3:39])[CH:38]=7)[CH:29]=6)[O:24]5)[CH2:20][CH2:19]4)=[O:17])[CH:13]=3)[CH:9]=[CH:10]2)[CH2:41][CH2:42]1. Given the reactants FC(F)(F)S(O[C:7]1[CH:15]=[C:14]([C:16]([N:18]2[CH2:23][CH2:22][C:21]3([CH2:32][C:31](=[O:33])[C:30]4[C:25](=[CH:26][CH:27]=[C:28]([C:34]5[CH:35]=[N:36][N:37]([CH3:39])[CH:38]=5)[CH:29]=4)[O:24]3)[CH2:20][CH2:19]2)=[O:17])[CH:13]=[C:12]2[C:8]=1[CH:9]=[CH:10][N:11]2[CH:40]1[CH2:42][CH2:41]1)(=O)=O.[CH3:45][O:46][C:47]([C:49]1[CH:50]=[C:51](B(O)O)[CH:52]=[CH:53][CH:54]=1)=[O:48].COC(C1C=CC(B(O)O)=CC=1)=O, predict the reaction product.